Task: Predict the product of the given reaction.. Dataset: Forward reaction prediction with 1.9M reactions from USPTO patents (1976-2016) Given the reactants [CH:1]([O:4][C:5]([C:7]1[N:8]([CH:12]2[C:21]3[C:16](=[CH:17][CH:18]=[C:19]([N+:22]([O-])=O)[CH:20]=3)[CH2:15][CH2:14][CH2:13]2)[CH:9]=[N:10][CH:11]=1)=[O:6])([CH3:3])[CH3:2].[CH2:25]([OH:27])[CH3:26], predict the reaction product. The product is: [CH:1]([O:4][C:5]([C:7]1[N:8]([CH:12]2[C:21]3[C:16](=[CH:17][CH:18]=[C:19]([NH:22][C:25](=[O:27])[CH3:26])[CH:20]=3)[CH2:15][CH2:14][CH2:13]2)[CH:9]=[N:10][CH:11]=1)=[O:6])([CH3:3])[CH3:2].